Dataset: CYP3A4 inhibition data for predicting drug metabolism from PubChem BioAssay. Task: Regression/Classification. Given a drug SMILES string, predict its absorption, distribution, metabolism, or excretion properties. Task type varies by dataset: regression for continuous measurements (e.g., permeability, clearance, half-life) or binary classification for categorical outcomes (e.g., BBB penetration, CYP inhibition). Dataset: cyp3a4_veith. (1) The compound is C#C[C@@]1(O)CC[C@@H]2[C@@H]3CCC4=C(CCC(=O)C4)[C@H]3CC[C@]21C. The result is 0 (non-inhibitor). (2) The molecule is O=C(O)c1ccc2c(c1)C(=O)N(C(Cc1ccc(O)cc1)C(=O)O)C2=O. The result is 0 (non-inhibitor). (3) The compound is CCCOc1ccccc1C1CC(=O)NC(C)=C1C(=O)OCC(C)C. The result is 1 (inhibitor). (4) The molecule is COC(=O)[C@@]1(Cc2ccccc2)[C@H]2c3cc(C(=O)N4CCCC4)n(C)c3C[C@H]2CN1C(=O)c1ccccc1. The result is 1 (inhibitor).